This data is from Tyrosyl-DNA phosphodiesterase HTS with 341,365 compounds. The task is: Binary Classification. Given a drug SMILES string, predict its activity (active/inactive) in a high-throughput screening assay against a specified biological target. The drug is O=C(N1CCCCC1)CS(=O)Cc1nc(oc1C)c1cc(ccc1)C. The result is 0 (inactive).